From a dataset of Drug-target binding data from BindingDB using IC50 measurements. Regression. Given a target protein amino acid sequence and a drug SMILES string, predict the binding affinity score between them. We predict pIC50 (pIC50 = -log10(IC50 in M); higher means more potent). Dataset: bindingdb_ic50. (1) The drug is OC(CN1CCC(Cc2ccc(F)cc2)CC1)c1ccc(Cl)cc1. The target protein sequence is TAGFYRIPVLGLTTRMSIYSDKSIHLSFLRTVPPYSHQSSVWFEMMRVYSWNHIILLVSDDHEGRAARKRLETLLEERESKAEKVLQFDPGTKNVTALLMEARELEARVIILSASEDDAATVYRAAAMLNMTGSGYVWLVGEREISGNALRYAPDGIIGLQLINGKNESAHISDAVGVVAQAVHELLEKENITEPPRGCVGNTNIWKTGPLFKRVLMSSKYADGVTGRVEFNKDGDRKFANYS. The pIC50 is 7.1. (2) The drug is C=C(C(=O)N[C@H](C)C(=O)O)N(C)C(=O)CC[C@@H](NC(=O)[C@@H](C)[C@@H](N)/C=C/C(C)=C/[C@H](C)[C@H](Cc1ccccc1)OC)C(=O)O. The target protein (P35813) has sequence MGAFLDKPKMEKHNAQGQGNGLRYGLSSMQGWRVEMEDAHTAVIGLPSGLESWSFFAVYDGHAGSQVAKYCCEHLLDHITNNQDFKGSAGAPSVENVKNGIRTGFLEIDEHMRVMSEKKHGADRSGSTAVGVLISPQHTYFINCGDSRGLLCRNRKVHFFTQDHKPSNPLEKERIQNAGGSVMIQRVNGSLAVSRALGDFDYKCVHGKGPTEQLVSPEPEVHDIERSEEDDQFIILACDGIWDVMGNEELCDFVRSRLEVTDDLEKVCNEVVDTCLYKGSRDNMSVILICFPNAPKVSPEAVKKEAELDKYLECRVEEIIKKQGEGVPDLVHVMRTLASENIPSLPPGGELASKRNVIEAVYNRLNPYKNDDTDSTSTDDMW. The pIC50 is 4.3. (3) The drug is COc1ccccc1NC(=O)c1cc[n+](C)cc1. The target protein (Q9HC16) has sequence MKPHFRNTVERMYRDTFSYNFYNRPILSRRNTVWLCYEVKTKGPSRPPLDAKIFRGQVYSELKYHPEMRFFHWFSKWRKLHRDQEYEVTWYISWSPCTKCTRDMATFLAEDPKVTLTIFVARLYYFWDPDYQEALRSLCQKRDGPRATMKIMNYDEFQHCWSKFVYSQRELFEPWNNLPKYYILLHIMLGEILRHSMDPPTFTFNFNNEPWVRGRHETYLCYEVERMHNDTWVLLNQRRGFLCNQAPHKHGFLEGRHAELCFLDVIPFWKLDLDQDYRVTCFTSWSPCFSCAQEMAKFISKNKHVSLCIFTARIYDDQGRCQEGLRTLAEAGAKISIMTYSEFKHCWDTFVDHQGCPFQPWDGLDEHSQDLSGRLRAILQNQEN. The pIC50 is 5.6. (4) The compound is Cc1c(C(=O)Nc2c(C)n(C)n(C3CCCCC3)c2=O)noc1C1OCC(C(C)(C)C)O1. The target protein (Q9HCE7) has sequence MSNPGTRRNGSSIKIRLTVLCAKNLAKKDFFRLPDPFAKIVVDGSGQCHSTDTVKNTLDPKWNQHYDLYVGKTDSITISVWNHKKIHKKQGAGFLGCVRLLSNAISRLKDTGYQRLDLCKLNPSDTDAVRGQIVVSLQTRDRIGTGGSVVDCRGLLENEGTVYEDSGPGRPLSCFMEEPAPYTDSTGAAAGGGNCRFVESPSQDQRLQAQRLRNPDVRGSLQTPQNRPHGHQSPELPEGYEQRTTVQGQVYFLHTQTGVSTWHDPRIPSPSGTIPGGDAAFLYEFLLQGHTSEPRDLNSVNCDELGPLPPGWEVRSTVSGRIYFVDHNNRTTQFTDPRLHHIMNHQCQLKEPSQPLPLPSEGSLEDEELPAQRYERDLVQKLKVLRHELSLQQPQAGHCRIEVSREEIFEESYRQIMKMRPKDLKKRLMVKFRGEEGLDYGGVAREWLYLLCHEMLNPYYGLFQYSTDNIYMLQINPDSSINPDHLSYFHFVGRIMGLAV.... The pIC50 is 7.1. (5) The small molecule is O=S(=O)(c1cccc2cnccc12)N1CCCNCC1. The target protein sequence is MGNAAAAKKGSEQESVKEFLAKAKEDFLKKWENPAQNTAHLDQFERIKTLGTGSFGRVMLVKHMETGNHYAMKILDKQKVVKLKQIEHTLNEKRILQAVNFPFLVKLEFSFKDNSNLYMVMEYVPGGEMFSHLRRIGRFSEPHARFYAAQIVLTFEYLHSLDLIYRDLKPENLLIDQQGYIKVADFGFAKRVKGRTWTLCGTPEYLAPEIILSKGYNKAVDWWALGVLIYEMAAGYPPFFADQPIQIYEKIVSGKVRFPSHFSSDLKDLLRNLLQVDLTKRFGNLKNGVNDIKNHKWFATTDWIAIYQRKVEAPFIPKFKGPGDTSNFDDYEEEEIRVSINEKCGKEFSEF. The pIC50 is 6.3. (6) The small molecule is C[N+](C)(C)CCO. The target protein (O70577) has sequence MPTVDDILEHIGEFHLFQKQTFFLLALLSGAFTPIYVGIVFLGFTPNHHCRSPGVAELSQRCGWSPAEELNYTVPGLGSAGEVSFLSQCMRYEVDWNQSTLDCVDPLSSLAANRSHLPLSPCEHGWVYDTPGSSIVTEFNLVCAHSWMLDLFQSLVNVGFFIGAVGIGYLADRFGRKFCLLVTILINAISGVLMAISPNYAWMLVFRFLQGLVSKAGWLIGYILITEFVGLGYRRTVGICYQIAFTVGLLILAGVAYALPNWRWLQFAVTLPNFCFLLYFWCIPESPRWLISQNKNAKAMKIIKHIAKKNGKSVPVSLQSLTADEDTGMKLNPSFLDLVRTPQIRKHTLILMYNWFTSSVLYQGLIMHMGLAGDNIYLDFFYSALVEFPAAFIIILTIDRIGRRYPWAVSNMVAGAACLASVFIPDDLQWLKITVACLGRMGITIAYEMVCLVNAELYPTYIRNLAVLVCSSMCDIGGIVTPFLVYRLTDIWLEFPLVVF.... The pIC50 is 3.7. (7) The drug is COc1ccc2c(c1)CCC(Cc1ccc(O)cc1)C2=O. The target protein (Q09128) has sequence MSCPIDKRRTLIAFLRRLRDLGQPPRSVTSKASASRAPKEVPLCPLMTDGETRNVTSLPGPTNWPLLGSLLEIFWKGGLKKQHDTLAEYHKKYGQIFRMKLGSFDSVHLGSPSLLEALYRTESAHPQRLEIKPWKAYRDHRNEAYGLMILEGQEWQRVRSAFQKKLMKPVEIMKLDKKINEVLADFLERMDELCDERGRIPDLYSELNKWSFESICLVLYEKRFGLLQKETEEEALTFITAIKTMMSTFGKMMVTPVELHKRLNTKVWQAHTLAWDTIFKSVKPCIDNRLQRYSQQPGADFLCDIYQQDHLSKKELYAAVTELQLAAVETTANSLMWILYNLSRNPQAQRRLLQEVQSVLPDNQTPRAEDLRNMPYLKACLKESMRLTPSVPFTTRTLDKPTVLGEYALPKGTVLTLNTQVLGSSEDNFEDSHKFRPERWLQKEKKINPFAHLPFGIGKRMCIGRRLAELQLHLALCWIIQKYDIVATDNEPVEMLHLGI.... The pIC50 is 5.5. (8) The small molecule is COc1cccc(-c2ccnc(NCc3ccc(Cl)c(Cl)c3)n2)c1. The target protein (Q9Y463) has sequence MAVPPGHGPFSGFPGPQEHTQVLPDVRLLPRRLPLAFRDATSAPLRKLSVDLIKTYKHINEVYYAKKKRRAQQAPPQDSSNKKEKKVLNHGYDDDNHDYIVRSGERWLERYEIDSLIGKGSFGQVVKAYDHQTQELVAIKIIKNKKAFLNQAQIELRLLELMNQHDTEMKYYIVHLKRHFMFRNHLCLVFELLSYNLYDLLRNTHFRGVSLNLTRKLAQQLCTALLFLATPELSIIHCDLKPENILLCNPKRSAIKIVDFGSSCQLGQRIYQYIQSRFYRSPEVLLGTPYDLAIDMWSLGCILVEMHTGEPLFSGSNEVDQMNRIVEVLGIPPAAMLDQAPKARKYFERLPGGGWTLRRTKELRKDYQGPGTRRLQEVLGVQTGGPGGRRAGEPGHSPADYLRFQDLVLRMLEYEPAARISPLGALQHGFFRRTADEATNTGPAGSSASTSPAPLDTCPSSSTASSISSSGGSSGSSSDNRTYRYSNRYCGGPGPPITDC.... The pIC50 is 5.0. (9) The drug is Cc1nnn2c1-c1ccc(C(=O)N[C@@H](C)c3ccc(F)cc3)cc1N(c1ccc(Cl)cc1)CC2. The target protein sequence is WKHQFAWPFYQPVDAIKLNLPDYHKIIKNPMDMGTIKKRLENNYYWSASECMQDFNTMFTNCYIYNKPTDDIV. The pIC50 is 7.0. (10) The compound is CCCCCCNC(=O)Nc1noc2ccccc12. The target protein (Q8VBX1) has sequence MRDPVFLLGFWSLYCCFPAGSLTTLRPQGSLRDEHHKPTGVPVTITTKPSVTFNIRTSKDPEHEGCNLSLGDSKLLENCGFNMTAKTFFIIHGWTMSGMFESWLHKLVSALQTREKEANVVVVDWLPLAHQLYIDAVSNTRVVGRRVAGMLNWLQEKGEFSLGDVHLIGYSLGAHVAGYAGNFVKGTVGRITGLDPAGPMFEGVDINRRLSPDDADFVDVLHTYTLSFGLSIGIRMPVGHIDIYPNGGDFQPGCGFNDVMGSFAYGTISEMVKCEHERAVHLFVDSLVNQDKPSFAFQCTDPNRFKRGICLSCRKNRCNNIGYNAKKMRKKRNSKMYLKTRAGMPFRVYHYQLKVHMFSYKNSGDIQPDLYITLYGSNADSQNLPLEIVEKIELNATNTFLVYTEEYLGDLFKIRLTWEGVSSSWYNLWNEFRSYLSQPSSPSRELHIRRIRVKSGETQRKVAFCVQDPMKNSISPGQELWFYKCQNDCRVKN. The pIC50 is 4.8.